From a dataset of Full USPTO retrosynthesis dataset with 1.9M reactions from patents (1976-2016). Predict the reactants needed to synthesize the given product. Given the product [CH:1]([O:4][C:5]1[CH:10]=[CH:9][C:8]([C:11]([N:13]2[CH2:14][CH2:15][C:16]3([O:23][CH:22]([CH2:24][O:25][CH3:26])[CH2:21][N:20]([C:29]4[CH:34]=[CH:33][C:32]([C:35]([F:38])([F:37])[F:36])=[CH:31][CH:30]=4)[CH2:19]3)[CH2:17][CH2:18]2)=[O:12])=[CH:7][C:6]=1[CH3:27])([CH3:3])[CH3:2], predict the reactants needed to synthesize it. The reactants are: [CH:1]([O:4][C:5]1[CH:10]=[CH:9][C:8]([C:11]([N:13]2[CH2:18][CH2:17][C:16]3([O:23][CH:22]([CH2:24][O:25][CH3:26])[CH2:21][NH:20][CH2:19]3)[CH2:15][CH2:14]2)=[O:12])=[CH:7][C:6]=1[CH3:27])([CH3:3])[CH3:2].Br[C:29]1[CH:34]=[CH:33][C:32]([C:35]([F:38])([F:37])[F:36])=[CH:31][CH:30]=1.C1C=CC(P(C2C(C3C(P(C4C=CC=CC=4)C4C=CC=CC=4)=CC=C4C=3C=CC=C4)=C3C(C=CC=C3)=CC=2)C2C=CC=CC=2)=CC=1.CC(C)([O-])C.[Na+].